Regression. Given a peptide amino acid sequence and an MHC pseudo amino acid sequence, predict their binding affinity value. This is MHC class I binding data. From a dataset of Peptide-MHC class I binding affinity with 185,985 pairs from IEDB/IMGT. (1) The peptide sequence is LEKEEMPTLI. The MHC is HLA-B18:01 with pseudo-sequence HLA-B18:01. The binding affinity (normalized) is 0.0518. (2) The peptide sequence is TIPTNIPTL. The MHC is HLA-A11:01 with pseudo-sequence HLA-A11:01. The binding affinity (normalized) is 0.0847.